Task: Predict the reaction yield, written as a fraction of the theoretical maximum amount of product (1.0 means a 100% yield; for example, 0.34 means a 34% yield).. Dataset: Reaction yield outcomes from USPTO patents with 853,638 reactions (1) The reactants are [F:1][C:2]1[CH:7]=[CH:6][C:5]([CH2:8][C:9]([OH:11])=O)=[CH:4][CH:3]=1.C(Cl)(=O)C([Cl:15])=O. The catalyst is C(Cl)Cl.CN(C=O)C. The product is [F:1][C:2]1[CH:7]=[CH:6][C:5]([CH2:8][C:9]([Cl:15])=[O:11])=[CH:4][CH:3]=1. The yield is 1.00. (2) The reactants are [Cl:1][C:2]1[N:7]=[C:6](Cl)[C:5]([N+:9]([O-:11])=[O:10])=[CH:4][N:3]=1.C(N(CC)CC)C.[NH2:19][C@H:20]([C:23]1[CH:28]=[CH:27][C:26]([F:29])=[CH:25][CH:24]=1)[CH2:21][OH:22]. The catalyst is CCO. The product is [Cl:1][C:2]1[N:7]=[C:6]([NH:19][C@H:20]([C:23]2[CH:28]=[CH:27][C:26]([F:29])=[CH:25][CH:24]=2)[CH2:21][OH:22])[C:5]([N+:9]([O-:11])=[O:10])=[CH:4][N:3]=1. The yield is 0.290. (3) The reactants are [NH2:1][C@@H:2]([CH2:22][C:23]1[CH:28]=[CH:27][C:26]([Cl:29])=[CH:25][CH:24]=1)[C:3]([N:5]1[CH2:10][CH2:9][N:8]([C:11]2[CH:16]=[CH:15][CH:14]=[CH:13][C:12]=2[NH:17][S:18]([CH3:21])(=[O:20])=[O:19])[CH2:7][CH2:6]1)=[O:4].[N:30]1([C:43]([O:45][C:46]([CH3:49])([CH3:48])[CH3:47])=[O:44])[CH2:39][C:38]2[C:33](=[CH:34][CH:35]=[CH:36][CH:37]=2)[CH2:32][C@H:31]1[C:40](O)=[O:41].CCN=C=NCCCN(C)C.CI.C1C=NC2N(O)N=NC=2C=1. The catalyst is CN(C=O)C. The product is [Cl:29][C:26]1[CH:25]=[CH:24][C:23]([CH2:22][C@H:2]([NH:1][C:40]([C@@H:31]2[CH2:32][C:33]3[C:38](=[CH:37][CH:36]=[CH:35][CH:34]=3)[CH2:39][N:30]2[C:43]([O:45][C:46]([CH3:49])([CH3:48])[CH3:47])=[O:44])=[O:41])[C:3]([N:5]2[CH2:6][CH2:7][N:8]([C:11]3[CH:16]=[CH:15][CH:14]=[CH:13][C:12]=3[NH:17][S:18]([CH3:21])(=[O:19])=[O:20])[CH2:9][CH2:10]2)=[O:4])=[CH:28][CH:27]=1. The yield is 1.00. (4) The product is [CH:1]([N:4]1[C:8]([C:9]2[CH:14]=[C:13]([NH2:15])[CH:12]=[CH:11][C:10]=2[O:18][CH3:19])=[CH:7][CH:6]=[N:5]1)([CH3:3])[CH3:2]. The yield is 0.940. The reactants are [CH:1]([N:4]1[C:8]([C:9]2[CH:14]=[C:13]([N+:15]([O-])=O)[CH:12]=[CH:11][C:10]=2[O:18][CH3:19])=[CH:7][CH:6]=[N:5]1)([CH3:3])[CH3:2].O.O.Cl[Sn]Cl. The catalyst is C(O)C.